From a dataset of Forward reaction prediction with 1.9M reactions from USPTO patents (1976-2016). Predict the product of the given reaction. (1) Given the reactants [C:1]([OH:9])(=[O:8])[C:2]1[CH:7]=[CH:6][CH:5]=[N:4][CH:3]=1.[C:10](C(O)=O)([CH3:13])([CH3:12])[CH3:11].S(OOS([O-])(=O)=O)([O-])(=O)=O.[NH4+].[NH4+], predict the reaction product. The product is: [C:10]([C:5]1[CH:6]=[CH:7][C:2]([C:1]([OH:9])=[O:8])=[CH:3][N:4]=1)([CH3:13])([CH3:12])[CH3:11]. (2) Given the reactants [OH:1][C:2]1[CH:3]=[C:4]([CH2:8][CH2:9][CH2:10][NH:11][C:12]2[N:17]=[C:16]([CH3:18])[C:15]([C:19]([NH:21][C@@H:22]([CH2:26][NH:27][C:28]([C:30]3[S:31][CH:32]=[CH:33][CH:34]=3)=[O:29])[C:23]([OH:25])=[O:24])=[O:20])=[C:14]([CH3:35])[N:13]=2)[CH:5]=[CH:6][CH:7]=1.[CH2:36]([O:38][CH2:39][CH2:40]Br)[CH3:37].[I-].[Na+].C(N(CC)CC)C, predict the reaction product. The product is: [CH2:36]([O:38][CH2:39][CH2:40][O:24][C:23](=[O:25])[C@@H:22]([NH:21][C:19]([C:15]1[C:16]([CH3:18])=[N:17][C:12]([NH:11][CH2:10][CH2:9][CH2:8][C:4]2[CH:5]=[CH:6][CH:7]=[C:2]([OH:1])[CH:3]=2)=[N:13][C:14]=1[CH3:35])=[O:20])[CH2:26][NH:27][C:28]([C:30]1[S:31][CH:32]=[CH:33][CH:34]=1)=[O:29])[CH3:37]. (3) Given the reactants [C:1]([CH2:9][C:10]([O:12]CC)=O)(=O)[C:2]1[CH:7]=[CH:6][CH:5]=[CH:4][CH:3]=1.[OH-].[Na+].O.[NH2:18][NH2:19], predict the reaction product. The product is: [C:2]1([C:1]2[NH:19][NH:18][C:10](=[O:12])[CH:9]=2)[CH:7]=[CH:6][CH:5]=[CH:4][CH:3]=1. (4) Given the reactants [IH:1].Cl[C:3]1[CH:4]=[C:5]([CH:9]=[CH:10][N:11]=1)[C:6]([OH:8])=[O:7].[I-].[Na+], predict the reaction product. The product is: [I:1][C:3]1[CH:4]=[C:5]([C:6]([OH:8])=[O:7])[CH:9]=[CH:10][N:11]=1. (5) Given the reactants [F:1][C:2]1[CH:3]=[C:4]([CH:7]=[CH:8][C:9]=1F)[CH:5]=[O:6].[Cl:11][C:12]1[CH:13]=[C:14]([OH:18])[CH:15]=[CH:16][CH:17]=1, predict the reaction product. The product is: [Cl:11][C:12]1[CH:13]=[C:14]([CH:15]=[CH:16][CH:17]=1)[O:18][C:9]1[CH:8]=[CH:7][C:4]([CH:5]=[O:6])=[CH:3][C:2]=1[F:1]. (6) Given the reactants [C:9](O[C:9]([O:11][C:12]([CH3:15])([CH3:14])[CH3:13])=[O:10])([O:11][C:12]([CH3:15])([CH3:14])[CH3:13])=[O:10].[CH3:16][NH:17][CH2:18][CH2:19][NH2:20], predict the reaction product. The product is: [NH2:20][CH2:19][CH2:18][N:17]([CH3:16])[C:9](=[O:10])[O:11][C:12]([CH3:13])([CH3:14])[CH3:15].